From a dataset of Forward reaction prediction with 1.9M reactions from USPTO patents (1976-2016). Predict the product of the given reaction. (1) Given the reactants [C:1]([C:3]1[CH:4]=[C:5]([S:9]([C:12]2[S:16][C:15]([CH2:17][N:18](C)[C:19](=O)OC(C)(C)C)=[CH:14][C:13]=2[C:27]2[C:28]([F:33])=[N:29][CH:30]=[CH:31][CH:32]=2)(=[O:11])=[O:10])[CH:6]=[CH:7][CH:8]=1)#[N:2].C(OCC)(=O)C.[ClH:40], predict the reaction product. The product is: [ClH:40].[F:33][C:28]1[C:27]([C:13]2[CH:14]=[C:15]([CH2:17][NH:18][CH3:19])[S:16][C:12]=2[S:9]([C:5]2[CH:4]=[C:3]([CH:8]=[CH:7][CH:6]=2)[C:1]#[N:2])(=[O:11])=[O:10])=[CH:32][CH:31]=[CH:30][N:29]=1. (2) The product is: [CH2:1]([O:4][C:5]1[CH:33]=[CH:32][C:8]([CH2:9][C:10]2[CH:11]=[C:12]([C@@:17]34[O:18][C@@:19]([CH2:28][OH:29])([CH2:26][O:27]3)[C@@H:20]([OH:25])[C@H:21]([OH:24])[C@H:22]4[OH:23])[CH:13]=[CH:14][C:15]=2[Cl:16])=[CH:7][CH:6]=1)[CH:2]=[CH2:3]. Given the reactants [CH2:1]([O:4][C:5]1[CH:33]=[CH:32][C:8]([CH2:9][C:10]2[CH:11]=[C:12]([C@@:17]3(OC)[C@H:22]([OH:23])[C@@H:21]([OH:24])[C@H:20]([OH:25])[C:19]([CH2:28][OH:29])([CH2:26][OH:27])[O:18]3)[CH:13]=[CH:14][C:15]=2[Cl:16])=[CH:7][CH:6]=1)[CH:2]=[CH2:3].FC(F)(F)C(O)=O, predict the reaction product. (3) Given the reactants [C:1]([C:5]1[CH:9]=[C:8]([NH:10][C:11]([NH:13][C:14]2[CH:19]=[CH:18][C:17]([O:20][C:21]3[CH:26]=[CH:25][N:24]=[C:23]([C:27](=[O:30])[NH:28][CH3:29])[CH:22]=3)=[CH:16][C:15]=2[F:31])=[O:12])[N:7]([C:32]2[CH:33]=[C:34]3[C:39](=[CH:40][CH:41]=2)[CH2:38][N:37](C(OCC2C=CC=CC=2)=O)[CH2:36][CH2:35]3)[N:6]=1)([CH3:4])([CH3:3])[CH3:2].C(O)=O, predict the reaction product. The product is: [C:1]([C:5]1[CH:9]=[C:8]([NH:10][C:11]([NH:13][C:14]2[CH:19]=[CH:18][C:17]([O:20][C:21]3[CH:26]=[CH:25][N:24]=[C:23]([C:27](=[O:30])[NH:28][CH3:29])[CH:22]=3)=[CH:16][C:15]=2[F:31])=[O:12])[N:7]([C:32]2[CH:33]=[C:34]3[C:39](=[CH:40][CH:41]=2)[CH2:38][NH:37][CH2:36][CH2:35]3)[N:6]=1)([CH3:4])([CH3:2])[CH3:3]. (4) Given the reactants [C:1]1([C:7]2[CH:15]=[C:10]3[N:11]=[CH:12][CH:13]=[CH:14][N:9]3[N:8]=2)[CH:6]=[CH:5][CH:4]=[CH:3][CH:2]=1.O[CH2:17][N:18]1[CH2:22][CH:21]([CH2:23][CH2:24][CH3:25])[CH2:20][C:19]1=[O:26], predict the reaction product. The product is: [C:1]1([C:7]2[C:15]([CH2:17][N:18]3[CH2:22][CH:21]([CH2:23][CH2:24][CH3:25])[CH2:20][C:19]3=[O:26])=[C:10]3[N:11]=[CH:12][CH:13]=[CH:14][N:9]3[N:8]=2)[CH:2]=[CH:3][CH:4]=[CH:5][CH:6]=1. (5) Given the reactants [CH3:1][C:2]1([CH3:16])[C:6]([CH3:8])([CH3:7])[O:5][B:4](C2C=C(O)C=CC=2)[O:3]1.Br[C:18]1[CH:19]=[C:20]2[C:26]([NH:27][C:28]([C:30]3[CH:31]=[N:32][N:33]([CH2:35][C:36]4[CH:41]=[CH:40][CH:39]=[CH:38][CH:37]=4)[CH:34]=3)=[O:29])=[CH:25][N:24]([S:42]([C:45]3[CH:50]=[CH:49][C:48]([CH3:51])=[CH:47][CH:46]=3)(=[O:44])=[O:43])[C:21]2=[N:22][CH:23]=1.C([O-])([O-])=O.[K+].[K+], predict the reaction product. The product is: [CH3:1][C:2]1([CH3:16])[C:6]([CH3:8])([CH3:7])[O:5][B:4]([C:18]2[CH:19]=[C:20]3[C:26]([NH:27][C:28]([C:30]4[CH:31]=[N:32][N:33]([CH2:35][C:36]5[CH:41]=[CH:40][CH:39]=[CH:38][CH:37]=5)[CH:34]=4)=[O:29])=[CH:25][N:24]([S:42]([C:45]4[CH:50]=[CH:49][C:48]([CH3:51])=[CH:47][CH:46]=4)(=[O:44])=[O:43])[C:21]3=[N:22][CH:23]=2)[O:3]1. (6) The product is: [F:1][CH:2]([F:11])[O:3][C:4]1[CH:10]=[CH:9][C:7]([NH:8][C:16]2[N:15]=[C:14]([O:13][CH3:12])[C:19]([C:20]([O:22][CH2:23][CH3:24])=[O:21])=[CH:18][N:17]=2)=[CH:6][CH:5]=1. Given the reactants [F:1][CH:2]([F:11])[O:3][C:4]1[CH:10]=[CH:9][C:7]([NH2:8])=[CH:6][CH:5]=1.[CH3:12][O:13][C:14]1[C:19]([C:20]([O:22][CH2:23][CH3:24])=[O:21])=[CH:18][N:17]=[C:16](S(C)(=O)=O)[N:15]=1, predict the reaction product. (7) Given the reactants Br[CH2:2][C:3]1[C:8](=[O:9])[N:7]([C:10]2[CH:15]=[CH:14][CH:13]=[C:12]([NH:16][C:17](=[O:26])[C:18]3[CH:23]=[C:22]([Cl:24])[CH:21]=[C:20]([Cl:25])[CH:19]=3)[CH:11]=2)[C:6]2[N:27]=[CH:28][CH:29]=[CH:30][C:5]=2[N:4]=1.[C:31]1([C:37]2[NH:38][CH:39]=[CH:40][N:41]=2)[CH:36]=[CH:35][CH:34]=[CH:33][CH:32]=1.C(=O)([O-])O.[Na+], predict the reaction product. The product is: [C:31]1([C:37]2[N:41]([CH2:2][C:3]3[C:8](=[O:9])[N:7]([C:10]4[CH:15]=[CH:14][CH:13]=[C:12]([NH:16][C:17](=[O:26])[C:18]5[CH:23]=[C:22]([Cl:24])[CH:21]=[C:20]([Cl:25])[CH:19]=5)[CH:11]=4)[C:6]4[N:27]=[CH:28][CH:29]=[CH:30][C:5]=4[N:4]=3)[CH:40]=[CH:39][N:38]=2)[CH:32]=[CH:33][CH:34]=[CH:35][CH:36]=1.